This data is from Full USPTO retrosynthesis dataset with 1.9M reactions from patents (1976-2016). The task is: Predict the reactants needed to synthesize the given product. The reactants are: [Cl:1][C:2]1[C:3]([O:9][C:10]2[CH:22]=[C:21]([O:23][CH2:24][CH2:25][O:26][CH3:27])[CH:20]=[CH:19][C:11]=2/[CH:12]=[C:13](\[CH2:17][CH3:18])/[C:14](O)=[O:15])=[N:4][CH:5]=[C:6]([Cl:8])[CH:7]=1.CC1C=CC=C([N+]([O-])=O)C=1C(OC(=O)C1C([N+]([O-])=O)=CC=CC=1C)=O.[CH2:53]([S:58]([NH2:61])(=[O:60])=[O:59])[CH2:54][CH2:55][CH2:56][CH3:57].[Cl-].[NH4+]. Given the product [Cl:1][C:2]1[C:3]([O:9][C:10]2[CH:22]=[C:21]([O:23][CH2:24][CH2:25][O:26][CH3:27])[CH:20]=[CH:19][C:11]=2/[CH:12]=[C:13](\[CH2:17][CH3:18])/[C:14]([NH:61][S:58]([CH2:53][CH2:54][CH2:55][CH2:56][CH3:57])(=[O:60])=[O:59])=[O:15])=[N:4][CH:5]=[C:6]([Cl:8])[CH:7]=1, predict the reactants needed to synthesize it.